This data is from Full USPTO retrosynthesis dataset with 1.9M reactions from patents (1976-2016). The task is: Predict the reactants needed to synthesize the given product. (1) Given the product [CH2:1]([O:3][C:4]([C:6]1[C:15]2[C:10](=[CH:11][CH:12]=[CH:13][C:14]=2[CH:17]=[CH2:18])[CH:9]=[CH:8][CH:7]=1)=[O:5])[CH3:2], predict the reactants needed to synthesize it. The reactants are: [CH2:1]([O:3][C:4]([C:6]1[C:15]2[C:10](=[CH:11][CH:12]=[CH:13][C:14]=2Br)[CH:9]=[CH:8][CH:7]=1)=[O:5])[CH3:2].[CH:17]([Sn](CCCC)(CCCC)CCCC)=[CH2:18].[F-].[K+]. (2) Given the product [CH3:1][C:2]1[C:3]([NH:8][S:9]([C:12]2[S:13][C:14]([CH3:17])=[CH:15][CH:16]=2)(=[O:10])=[O:11])=[N:4][O:5][C:6]=1[CH3:7], predict the reactants needed to synthesize it. The reactants are: [CH3:1][C:2]1[C:3]([N:8](COCCOC)[S:9]([C:12]2[S:13][C:14]([CH3:17])=[CH:15][CH:16]=2)(=[O:11])=[O:10])=[N:4][O:5][C:6]=1[CH3:7].C(O)C.Cl.C(=O)(O)[O-].[Na+]. (3) Given the product [Cl:10][C:9]1[CH:8]=[CH:7][C:4]([C:5]#[N:6])=[CH:3][C:2]=1[N:1]=[N:12][C:28]1[CH:29]=[C:24]([C:17]([CH3:16])([CH3:23])[CH2:18][C:19]([CH3:20])([CH3:21])[CH3:22])[CH:25]=[C:26]([C:31]([CH3:32])([C:34]2[CH:35]=[CH:36][CH:37]=[CH:38][CH:39]=2)[CH3:33])[C:27]=1[OH:30], predict the reactants needed to synthesize it. The reactants are: [NH2:1][C:2]1[CH:3]=[C:4]([CH:7]=[CH:8][C:9]=1[Cl:10])[C:5]#[N:6].Cl.[N:12]([O-])=O.[Na+].[CH3:16][C:17]([C:24]1[CH:29]=[CH:28][C:27]([OH:30])=[C:26]([C:31]([C:34]2[CH:39]=[CH:38][CH:37]=[CH:36][CH:35]=2)([CH3:33])[CH3:32])[CH:25]=1)([CH3:23])[CH2:18][C:19]([CH3:22])([CH3:21])[CH3:20]. (4) Given the product [I:12][C:11]1[C:4]2[C:5](=[N:6][CH:7]=[N:8][C:3]=2[NH:2][CH3:1])[NH:9][N:10]=1, predict the reactants needed to synthesize it. The reactants are: [CH3:1][NH:2][C:3]1[N:8]=[CH:7][N:6]=[C:5]2[NH:9][N:10]=[CH:11][C:4]=12.[I:12]N1C(=O)CCC1=O. (5) The reactants are: [CH2:1]([O:8][C:9]1[CH:14]=[CH:13][C:12]([C:15]2[N:19]([C:20]3[CH:25]=[CH:24][C:23]([O:26][CH3:27])=[CH:22][CH:21]=3)[N:18]=[C:17]([OH:28])[CH:16]=2)=[CH:11][CH:10]=1)[C:2]1[CH:7]=[CH:6][CH:5]=[CH:4][CH:3]=1.Br[CH2:30][CH:31]([CH3:33])[CH3:32].C(=O)([O-])[O-].[K+].[K+]. Given the product [CH2:1]([O:8][C:9]1[CH:10]=[CH:11][C:12]([C:15]2[N:19]([C:20]3[CH:25]=[CH:24][C:23]([O:26][CH3:27])=[CH:22][CH:21]=3)[N:18]=[C:17]([O:28][CH2:30][CH:31]([CH3:33])[CH3:32])[CH:16]=2)=[CH:13][CH:14]=1)[C:2]1[CH:7]=[CH:6][CH:5]=[CH:4][CH:3]=1, predict the reactants needed to synthesize it. (6) Given the product [O:10]1[C:11]2[CH:17]=[CH:16][CH:15]=[CH:14][C:12]=2[CH:13]=[C:9]1[C:7]([NH:6][CH2:5][CH2:4][O:3][C:37]1[CH:38]=[CH:39][C:34]([S:31]([N:30]([C:23]2[C:24]([CH3:29])=[CH:25][C:26]([CH3:28])=[CH:27][C:22]=2[C:21]([OH:48])=[O:20])[CH2:41][C:42]2[CH:43]=[CH:44][CH:45]=[CH:46][CH:47]=2)(=[O:32])=[O:33])=[CH:35][CH:36]=1)=[O:8], predict the reactants needed to synthesize it. The reactants are: [H-].[Na+].[OH:3][CH:4](C)[CH2:5][NH:6][C:7]([C:9]1[O:10][C:11]2[CH:17]=[CH:16][CH:15]=[CH:14][C:12]=2[CH:13]=1)=[O:8].C[O:20][C:21](=[O:48])[C:22]1[CH:27]=[C:26]([CH3:28])[CH:25]=[C:24]([CH3:29])[C:23]=1[N:30]([CH2:41][C:42]1[CH:47]=[CH:46][CH:45]=[CH:44][CH:43]=1)[S:31]([C:34]1[CH:39]=[CH:38][C:37](F)=[CH:36][CH:35]=1)(=[O:33])=[O:32].[Li+].[OH-]. (7) Given the product [O:1]1[C:10]2[C:5](=[N:6][CH:7]=[CH:8][CH:9]=2)[CH:4]=[C:3]([CH2:11][OH:12])[CH2:2]1, predict the reactants needed to synthesize it. The reactants are: [O:1]1[C:10]2[C:5](=[N:6][CH:7]=[CH:8][CH:9]=2)[CH:4]=[C:3]([C:11](OCC)=[O:12])[CH2:2]1.[BH4-].[Na+].[NH4+].[Cl-]. (8) Given the product [CH2:1]([NH:3][C:4](=[O:39])[NH:5][C:6]1[S:7][C:8]2[C:9]([C:33]3[CH:38]=[CH:37][CH:36]=[CH:35][N:34]=3)=[N:10][C:11]([C:15]3[CH:16]=[N:17][C:18]([N:21]4[CH2:26][CH2:25][C:24]([CH3:32])([C:27]([OH:29])=[O:28])[CH2:23][CH2:22]4)=[N:19][CH:20]=3)=[CH:12][C:13]=2[N:14]=1)[CH3:2], predict the reactants needed to synthesize it. The reactants are: [CH2:1]([NH:3][C:4](=[O:39])[NH:5][C:6]1[S:7][C:8]2[C:9]([C:33]3[CH:38]=[CH:37][CH:36]=[CH:35][N:34]=3)=[N:10][C:11]([C:15]3[CH:16]=[N:17][C:18]([N:21]4[CH2:26][CH2:25][C:24]([CH3:32])([C:27]([O:29]CC)=[O:28])[CH2:23][CH2:22]4)=[N:19][CH:20]=3)=[CH:12][C:13]=2[N:14]=1)[CH3:2].CC(C)([O-])C.[K+].O. (9) Given the product [Cl:1][C:2]1[CH:7]=[CH:6][C:5]([C:8]2[S:9][C:10]3[CH:16]=[CH:15][C:14]([C:17]([N:29]4[CH2:30][CH2:35][CH2:34][CH2:33]4)=[O:19])=[CH:13][C:11]=3[N:12]=2)=[C:4]([OH:20])[CH:3]=1, predict the reactants needed to synthesize it. The reactants are: [Cl:1][C:2]1[CH:7]=[CH:6][C:5]([C:8]2[S:9][C:10]3[CH:16]=[CH:15][C:14]([C:17]([OH:19])=O)=[CH:13][C:11]=3[N:12]=2)=[C:4]([OH:20])[CH:3]=1.CN(C(O[N:29]1N=NC2C=[CH:33][CH:34]=[CH:35][C:30]1=2)=[N+](C)C)C.F[P-](F)(F)(F)(F)F.CCN(C(C)C)C(C)C.N1CCCC1.